Dataset: Reaction yield outcomes from USPTO patents with 853,638 reactions. Task: Predict the reaction yield, written as a fraction of the theoretical maximum amount of product (1.0 means a 100% yield; for example, 0.34 means a 34% yield). The reactants are [Cl:1][C:2]1[CH:7]=[CH:6][N:5]=[C:4]2[CH:8]=[C:9]([Sn](C)(C)C)[S:10][C:3]=12.Br[C:16]1[N:21]=[CH:20][CH:19]=[CH:18][N:17]=1. No catalyst specified. The product is [Cl:1][C:2]1[CH:7]=[CH:6][N:5]=[C:4]2[CH:8]=[C:9]([C:16]3[N:21]=[CH:20][CH:19]=[CH:18][N:17]=3)[S:10][C:3]=12. The yield is 0.400.